Predict the reactants needed to synthesize the given product. From a dataset of Full USPTO retrosynthesis dataset with 1.9M reactions from patents (1976-2016). (1) The reactants are: [CH2:1]([N:8]1[CH2:13][CH2:12][C:11]2([CH2:22][CH:21]([OH:23])[C:20]3[C:15](=[CH:16][CH:17]=[C:18](Br)[CH:19]=3)[O:14]2)[CH2:10][CH2:9]1)[C:2]1[CH:7]=[CH:6][CH:5]=[CH:4][CH:3]=1.[C:25]([O:29][CH3:30])(=[O:28])[CH:26]=[CH2:27].COC(=O)/C=C/C1C=C2C(=CC=1)OC1(CCN(C(OC(C)(C)C)=O)CC1)CC2=O. Given the product [CH3:30][O:29][C:25](=[O:28])/[CH:26]=[CH:27]/[C:18]1[CH:19]=[C:20]2[C:15](=[CH:16][CH:17]=1)[O:14][C:11]1([CH2:12][CH2:13][N:8]([CH2:1][C:2]3[CH:7]=[CH:6][CH:5]=[CH:4][CH:3]=3)[CH2:9][CH2:10]1)[CH2:22][CH:21]2[OH:23], predict the reactants needed to synthesize it. (2) Given the product [Cl:1][C:2]1[CH:3]=[C:4]([C:12]2[O:16][N:15]=[C:14]([C:17]3[CH:27]=[CH:26][C:20]4[CH2:21][N:22]([CH2:38][CH2:39][CH2:40][C:41]([O:43][CH2:44][CH3:45])=[O:42])[CH2:23][CH2:24][O:25][C:19]=4[CH:18]=3)[N:13]=2)[CH:5]=[CH:6][C:7]=1[O:8][CH:9]([CH3:11])[CH3:10], predict the reactants needed to synthesize it. The reactants are: [Cl:1][C:2]1[CH:3]=[C:4]([C:12]2[O:16][N:15]=[C:14]([C:17]3[CH:27]=[CH:26][C:20]4[CH2:21][NH:22][CH2:23][CH2:24][O:25][C:19]=4[CH:18]=3)[N:13]=2)[CH:5]=[CH:6][C:7]=1[O:8][CH:9]([CH3:11])[CH3:10].CCN(C(C)C)C(C)C.Br[CH2:38][CH2:39][CH2:40][C:41]([O:43][CH2:44][CH3:45])=[O:42]. (3) Given the product [O:10]=[C:8]([NH:20][CH2:19][C@H:18]([C:12]1[CH:17]=[CH:16][CH:15]=[CH:14][CH:13]=1)[CH3:21])[CH2:7][S:6][CH2:5][CH2:4][C:3]([O:2][CH3:1])=[O:11], predict the reactants needed to synthesize it. The reactants are: [CH3:1][O:2][C:3](=[O:11])[CH2:4][CH2:5][S:6][CH2:7][C:8]([OH:10])=O.[C:12]1([C@H:18]([CH3:21])[CH2:19][NH2:20])[CH:17]=[CH:16][CH:15]=[CH:14][CH:13]=1. (4) Given the product [NH2:39][CH:40]1[CH2:45][CH2:44][CH:43]([CH2:46][N:22]2[CH2:23][CH2:24][CH2:25][C@H:21]2[CH2:20][N:4]([CH2:3]/[C:2](/[CH3:1])=[CH:26]/[C:27]2[CH:32]=[CH:31][CH:30]=[CH:29][CH:28]=2)[C:5]([C:7]2[CH:17]=[C:16]([O:18][CH3:19])[C:10]3[O:11][C:12]([CH3:14])([CH3:15])[O:13][C:9]=3[CH:8]=2)=[O:6])[CH2:42][CH2:41]1, predict the reactants needed to synthesize it. The reactants are: [CH3:1]/[C:2](=[CH:26]\[C:27]1[CH:32]=[CH:31][CH:30]=[CH:29][CH:28]=1)/[CH2:3][N:4]([CH2:20][C@@H:21]1[CH2:25][CH2:24][CH2:23][NH:22]1)[C:5]([C:7]1[CH:17]=[C:16]([O:18][CH3:19])[C:10]2[O:11][C:12]([CH3:15])([CH3:14])[O:13][C:9]=2[CH:8]=1)=[O:6].C(OC(=O)[NH:39][CH:40]1[CH2:45][CH2:44][CH:43]([CH:46]=O)[CH2:42][CH2:41]1)(C)(C)C.C(O[BH-](OC(=O)C)OC(=O)C)(=O)C.[Na+]. (5) Given the product [CH2:9]([O:16][N:17]([C:4]([Cl:5])=[O:3])[C@H:18]1[CH2:23][N:22]([C:24]([O:26][C:27]([CH3:30])([CH3:29])[CH3:28])=[O:25])[C@H:21]([C:31]2[S:35][N:34]=[CH:33][N:32]=2)[CH2:20][CH2:19]1)[C:10]1[CH:15]=[CH:14][CH:13]=[CH:12][CH:11]=1, predict the reactants needed to synthesize it. The reactants are: O=C(Cl)[O:3][C:4](Cl)(Cl)[Cl:5].[CH2:9]([O:16][NH:17][C@H:18]1[CH2:23][N:22]([C:24]([O:26][C:27]([CH3:30])([CH3:29])[CH3:28])=[O:25])[C@H:21]([C:31]2[S:35][N:34]=[CH:33][N:32]=2)[CH2:20][CH2:19]1)[C:10]1[CH:15]=[CH:14][CH:13]=[CH:12][CH:11]=1.